This data is from Peptide-MHC class I binding affinity with 185,985 pairs from IEDB/IMGT. The task is: Regression. Given a peptide amino acid sequence and an MHC pseudo amino acid sequence, predict their binding affinity value. This is MHC class I binding data. (1) The peptide sequence is PGIRYPKTF. The MHC is Mamu-B3901 with pseudo-sequence Mamu-B3901. The binding affinity (normalized) is 0.437. (2) The peptide sequence is GPHETITAL. The MHC is HLA-B35:01 with pseudo-sequence HLA-B35:01. The binding affinity (normalized) is 0.382. (3) The peptide sequence is SKLRALLTL. The MHC is HLA-A02:16 with pseudo-sequence HLA-A02:16. The binding affinity (normalized) is 0.0847. (4) The peptide sequence is KQLEWKWGI. The MHC is HLA-A02:16 with pseudo-sequence HLA-A02:16. The binding affinity (normalized) is 1.00. (5) The peptide sequence is YLKDQQLL. The MHC is HLA-A02:01 with pseudo-sequence HLA-A02:01. The binding affinity (normalized) is 0.233. (6) The peptide sequence is IYDFYNAEY. The MHC is HLA-A30:01 with pseudo-sequence HLA-A30:01. The binding affinity (normalized) is 0.0847. (7) The peptide sequence is ISYTYNDNW. The MHC is HLA-A30:01 with pseudo-sequence HLA-A30:01. The binding affinity (normalized) is 0.0847. (8) The binding affinity (normalized) is 0.310. The peptide sequence is GIEFADNDR. The MHC is HLA-A11:01 with pseudo-sequence HLA-A11:01. (9) The peptide sequence is QVFKGVVIR. The MHC is HLA-A02:01 with pseudo-sequence HLA-A02:01. The binding affinity (normalized) is 0.0847.